Dataset: Catalyst prediction with 721,799 reactions and 888 catalyst types from USPTO. Task: Predict which catalyst facilitates the given reaction. (1) Reactant: [C:1]([O:5][C:6]([NH:8][C@H:9]1[CH2:14][CH2:13][C@H:12]([C:15]([OH:17])=O)[CH2:11][CH2:10]1)=[O:7])([CH3:4])([CH3:3])[CH3:2].CN(C(ON1N=NC2C=CC=NC1=2)=[N+](C)C)C.F[P-](F)(F)(F)(F)F.C(N(CC)C(C)C)(C)C.[F:51][C:52]1[CH:57]=[CH:56][C:55]([C@H:58]([NH2:60])[CH3:59])=[CH:54][CH:53]=1. Product: [F:51][C:52]1[CH:57]=[CH:56][C:55]([C@H:58]([NH:60][C:15]([C@H:12]2[CH2:11][CH2:10][C@H:9]([NH:8][C:6](=[O:7])[O:5][C:1]([CH3:2])([CH3:3])[CH3:4])[CH2:14][CH2:13]2)=[O:17])[CH3:59])=[CH:54][CH:53]=1. The catalyst class is: 1. (2) Reactant: [Cl:1][C:2]1[CH:7]=[C:6]([Cl:8])[CH:5]=[CH:4][C:3]=1[CH2:9][NH:10][CH:11]1[CH2:16][CH2:15][N:14]([C:17]([O:19][C:20]([CH3:23])([CH3:22])[CH3:21])=[O:18])[CH2:13][CH2:12]1.C(=O)([O-])[O-].[K+].[K+].[I-].[K+].Br[CH2:33][C:34]([O:36][CH3:37])=[O:35]. The catalyst class is: 10. Product: [Cl:1][C:2]1[CH:7]=[C:6]([Cl:8])[CH:5]=[CH:4][C:3]=1[CH2:9][N:10]([CH2:33][C:34]([O:36][CH3:37])=[O:35])[CH:11]1[CH2:12][CH2:13][N:14]([C:17]([O:19][C:20]([CH3:23])([CH3:22])[CH3:21])=[O:18])[CH2:15][CH2:16]1. (3) Reactant: [Cl:1][C:2]1[C:6]([CH2:7][CH3:8])=[C:5]([C:9]2[CH:10]=[C:11]([C:14]([NH:16][C@@H:17]([CH2:30][C:31]3[CH:36]=[CH:35][CH:34]=[CH:33][C:32]=3[C:37]([F:40])([F:39])[F:38])[CH2:18][N:19]3C(=O)C4C(=CC=CC=4)C3=O)=[O:15])[S:12][CH:13]=2)[N:4]([CH3:41])[N:3]=1.NN. Product: [NH2:19][CH2:18][C@@H:17]([NH:16][C:14]([C:11]1[S:12][CH:13]=[C:9]([C:5]2[N:4]([CH3:41])[N:3]=[C:2]([Cl:1])[C:6]=2[CH2:7][CH3:8])[CH:10]=1)=[O:15])[CH2:30][C:31]1[CH:36]=[CH:35][CH:34]=[CH:33][C:32]=1[C:37]([F:40])([F:39])[F:38]. The catalyst class is: 83.